This data is from Forward reaction prediction with 1.9M reactions from USPTO patents (1976-2016). The task is: Predict the product of the given reaction. Given the reactants [N+:1]([C:4]1[C:5]([CH2:14][OH:15])=[CH:6][C:7]2[C:12]([CH:13]=1)=[CH:11][CH:10]=[CH:9][CH:8]=2)([O-:3])=[O:2].[NH+]1C=CC=CC=1, predict the reaction product. The product is: [N+:1]([C:4]1[C:5]([CH:14]=[O:15])=[CH:6][C:7]2[C:12]([CH:13]=1)=[CH:11][CH:10]=[CH:9][CH:8]=2)([O-:3])=[O:2].